This data is from Catalyst prediction with 721,799 reactions and 888 catalyst types from USPTO. The task is: Predict which catalyst facilitates the given reaction. (1) Reactant: [CH3:1][N:2]([CH2:4][C@H:5]1[CH2:10][CH2:9][C@H:8]([NH:11]C(=O)OC(C)(C)C)[CH2:7][CH2:6]1)[CH3:3]. Product: [CH3:3][N:2]([CH2:4][C@H:5]1[CH2:10][CH2:9][C@H:8]([NH2:11])[CH2:7][CH2:6]1)[CH3:1]. The catalyst class is: 33. (2) Reactant: [Cl:1][C:2]1[C:3]([CH:12]=[O:13])=[N:4][CH:5]=[C:6]([C:8]([F:11])([F:10])[F:9])[CH:7]=1.[S:14]([OH:18])([CH3:17])(=[O:16])=[O:15].[CH2:19](O)[CH2:20][CH:21]=[CH2:22]. Product: [CH3:17][S:14]([O:18][CH:20]1[CH2:21][CH2:22][O:13][CH:12]([C:3]2[C:2]([Cl:1])=[CH:7][C:6]([C:8]([F:11])([F:9])[F:10])=[CH:5][N:4]=2)[CH2:19]1)(=[O:16])=[O:15]. The catalyst class is: 2.